The task is: Regression. Given two drug SMILES strings and cell line genomic features, predict the synergy score measuring deviation from expected non-interaction effect.. This data is from NCI-60 drug combinations with 297,098 pairs across 59 cell lines. (1) Drug 1: C1=CC(=CC=C1CCC2=CNC3=C2C(=O)NC(=N3)N)C(=O)NC(CCC(=O)O)C(=O)O. Drug 2: C1=NC2=C(N=C(N=C2N1C3C(C(C(O3)CO)O)O)F)N. Cell line: IGROV1. Synergy scores: CSS=16.7, Synergy_ZIP=-4.56, Synergy_Bliss=-3.57, Synergy_Loewe=-37.0, Synergy_HSA=-4.34. (2) Drug 1: C1=NC2=C(N=C(N=C2N1C3C(C(C(O3)CO)O)O)F)N. Drug 2: CC1=C2C(C(=O)C3(C(CC4C(C3C(C(C2(C)C)(CC1OC(=O)C(C(C5=CC=CC=C5)NC(=O)C6=CC=CC=C6)O)O)OC(=O)C7=CC=CC=C7)(CO4)OC(=O)C)O)C)OC(=O)C. Cell line: NCI-H460. Synergy scores: CSS=2.96, Synergy_ZIP=-2.09, Synergy_Bliss=3.34, Synergy_Loewe=-2.25, Synergy_HSA=1.01.